The task is: Predict the reaction yield, written as a fraction of the theoretical maximum amount of product (1.0 means a 100% yield; for example, 0.34 means a 34% yield).. This data is from Reaction yield outcomes from USPTO patents with 853,638 reactions. (1) The reactants are [NH2:1][C:2]1[N:9]=[C:8]([CH3:10])[CH:7]=[CH:6][C:3]=1[C:4]#[N:5].CO[CH:13](OC)[N:14]([CH3:16])[CH3:15]. The catalyst is C1(C)C=CC=CC=1. The product is [C:4]([C:3]1[C:2]([N:1]=[CH:13][N:14]([CH3:16])[CH3:15])=[N:9][C:8]([CH3:10])=[CH:7][CH:6]=1)#[N:5]. The yield is 0.980. (2) The reactants are [CH3:1][NH:2][N:3]=[CH:4][C:5](=[O:7])[CH3:6].[CH2:8]([C:10]1[CH:15]=[CH:14][C:13]([C:16](=O)[CH:17]=[O:18])=[CH:12][CH:11]=1)[CH3:9].C(Cl)(Cl)Cl.CCCCCC.C(OCC)(=O)C. The catalyst is C(O)(=O)C. The product is [CH2:8]([C:10]1[CH:15]=[CH:14][C:13]([C:16]2[N:2]([CH3:1])[N:3]=[C:4]([C:5](=[O:7])[CH3:6])[C:17]=2[OH:18])=[CH:12][CH:11]=1)[CH3:9]. The yield is 0.0800.